From a dataset of Full USPTO retrosynthesis dataset with 1.9M reactions from patents (1976-2016). Predict the reactants needed to synthesize the given product. (1) Given the product [CH3:27][O:28][CH2:2][C:3]1([OH:1])[CH2:4][CH2:5][N:6]([C:9]2[CH:14]=[CH:13][C:12]([N:15]3[CH2:19][C@H:18]([CH2:20][NH:21][C:22](=[O:24])[CH3:23])[O:17][C:16]3=[O:25])=[CH:11][C:10]=2[F:26])[CH2:7][CH2:8]1, predict the reactants needed to synthesize it. The reactants are: [O:1]1[C:3]2([CH2:8][CH2:7][N:6]([C:9]3[CH:14]=[CH:13][C:12]([N:15]4[CH2:19][C@H:18]([CH2:20][NH:21][C:22](=[O:24])[CH3:23])[O:17][C:16]4=[O:25])=[CH:11][C:10]=3[F:26])[CH2:5][CH2:4]2)[CH2:2]1.[CH3:27][O-:28].[Na+]. (2) The reactants are: [CH3:1][C:2]1([CH3:14])[CH:10]2[CH:5]([C:6](=O)[CH2:7][CH2:8][CH2:9]2)[C:4]([CH3:13])([CH3:12])[CH2:3]1.CC1(C)C2CCCC(=O)C=2C(C)(C)C1.[H][H].[C:31](O)(=O)C.[CH:35]([NH2:37])=[NH:36]. Given the product [CH3:12][C:4]1([CH3:13])[CH:5]2[C:6]3[C:7]([CH2:8][CH2:9][CH:10]2[C:2]([CH3:1])([CH3:14])[CH2:3]1)=[CH:31][N:37]=[CH:35][N:36]=3, predict the reactants needed to synthesize it. (3) Given the product [CH3:19][N:20]1[C:14](=[O:18])[CH:15]=[CH:2][C:1]([C:4]2[CH:12]=[CH:11][C:7]([C:8]([OH:10])=[O:9])=[CH:6][CH:5]=2)=[N:21]1, predict the reactants needed to synthesize it. The reactants are: [C:1]([C:4]1[CH:12]=[CH:11][C:7]([C:8]([OH:10])=[O:9])=[CH:6][CH:5]=1)(=O)[CH3:2].O.[C:14]([OH:18])(=O)[CH:15]=O.[CH3:19][NH:20][NH2:21]. (4) Given the product [C:58]1([S:55]([N:50]2[C:51]3[C:47](=[C:46]([CH2:65][C:64]([O:67][C:68]([CH3:71])([CH3:70])[CH3:69])=[O:66])[CH:54]=[CH:53][CH:52]=3)[CH:48]=[CH:49]2)(=[O:57])=[O:56])[CH:63]=[CH:62][CH:61]=[CH:60][CH:59]=1, predict the reactants needed to synthesize it. The reactants are: F[B-](F)(F)F.C(C1C=CC=C(C(C)C)C=1[N+]1CCN(C2C(C(C)C)=CC=CC=2C(C)C)C=1)(C)C.C[Si]([N-][Si](C)(C)C)(C)C.[Li+].Br[C:46]1[CH:54]=[CH:53][CH:52]=[C:51]2[C:47]=1[CH:48]=[CH:49][N:50]2[S:55]([C:58]1[CH:63]=[CH:62][CH:61]=[CH:60][CH:59]=1)(=[O:57])=[O:56].[C:64]([O:67][C:68]([CH3:71])([CH3:70])[CH3:69])(=[O:66])[CH3:65].